Dataset: Catalyst prediction with 721,799 reactions and 888 catalyst types from USPTO. Task: Predict which catalyst facilitates the given reaction. (1) Reactant: Br[C:2]1[CH:3]=[C:4]2[C:8](=[CH:9][CH:10]=1)[C:7](=[O:11])[CH2:6][CH2:5]2.[C:12]([C:14]1[CH:19]=[CH:18][C:17](B(O)O)=[CH:16][CH:15]=1)#[N:13].C(=O)([O-])[O-].[Na+].[Na+]. Product: [O:11]=[C:7]1[C:8]2[C:4](=[CH:3][C:2]([C:17]3[CH:18]=[CH:19][C:14]([C:12]#[N:13])=[CH:15][CH:16]=3)=[CH:10][CH:9]=2)[CH2:5][CH2:6]1. The catalyst class is: 437. (2) Reactant: Br[CH2:2][C:3]1[C:8]([CH:9]([F:11])[F:10])=[CH:7][CH:6]=[CH:5][C:4]=1[N:12]1[C:16](=[O:17])[N:15]([CH3:18])[N:14]=[N:13]1.[Cl:19][C:20]1[CH:25]=[CH:24][C:23]([N:26]2[CH:30]=[CH:29][C:28]([OH:31])=[N:27]2)=[CH:22][CH:21]=1.C(=O)([O-])[O-].[K+].[K+].C(#N)C. Product: [Cl:19][C:20]1[CH:21]=[CH:22][C:23]([N:26]2[CH:30]=[CH:29][C:28]([O:31][CH2:2][C:3]3[C:8]([CH:9]([F:11])[F:10])=[CH:7][CH:6]=[CH:5][C:4]=3[N:12]3[C:16](=[O:17])[N:15]([CH3:18])[N:14]=[N:13]3)=[N:27]2)=[CH:24][CH:25]=1. The catalyst class is: 6. (3) Reactant: [BH-](OC(C)=O)(OC(C)=O)OC(C)=O.[Na+].[CH:15]1([N:21]([CH3:28])[S:22]([CH2:25][CH2:26][NH2:27])(=[O:24])=[O:23])[CH2:20][CH2:19][CH2:18][CH2:17][CH2:16]1.[C:29]([C:37]1[CH:38]=[CH:39][C:40]([N+:45]([O-:47])=[O:46])=[C:41]([CH:44]=1)[CH:42]=O)(=[O:36])[C:30]1[CH:35]=[CH:34][CH:33]=[CH:32][CH:31]=1. Product: [CH:15]1([N:21]([CH3:28])[S:22]([CH2:25][CH2:26][NH:27][CH2:42][C:41]2[CH:44]=[C:37]([C:29](=[O:36])[C:30]3[CH:35]=[CH:34][CH:33]=[CH:32][CH:31]=3)[CH:38]=[CH:39][C:40]=2[N+:45]([O-:47])=[O:46])(=[O:24])=[O:23])[CH2:16][CH2:17][CH2:18][CH2:19][CH2:20]1. The catalyst class is: 26. (4) Reactant: [F:1][C:2]1[CH:7]=[CH:6][C:5]([F:8])=[CH:4][C:3]=1[CH:9]([S:30]([C:33]1[CH:38]=[CH:37][C:36]([F:39])=[CH:35][CH:34]=1)(=[O:32])=[O:31])[C:10]1[C:11]([CH3:29])=[CH:12][C:13]([C:16]([NH:18][CH2:19][CH2:20][NH:21][C:22](=[O:28])[O:23][C:24](C)(C)C)=[O:17])=[N:14][CH:15]=1.ClC(OC)=O.C(N(CC)CC)C. Product: [F:1][C:2]1[CH:7]=[CH:6][C:5]([F:8])=[CH:4][C:3]=1[CH:9]([S:30]([C:33]1[CH:38]=[CH:37][C:36]([F:39])=[CH:35][CH:34]=1)(=[O:32])=[O:31])[C:10]1[C:11]([CH3:29])=[CH:12][C:13]([C:16]([NH:18][CH2:19][CH2:20][NH:21][C:22](=[O:28])[O:23][CH3:24])=[O:17])=[N:14][CH:15]=1. The catalyst class is: 557. (5) Reactant: C(O[C:5]1([CH2:11][CH3:12])[O:9][CH:8](C)[CH2:7][O:6]1)(=O)C.[C:13](=O)([O-])[O-:14].[K+].[K+].O1CCCC1. Product: [CH2:11]([C:5]1([CH2:13][OH:14])[O:6][CH2:7][CH2:8][O:9]1)[CH3:12]. The catalyst class is: 6. (6) Reactant: [Cl:1][C:2]1[CH:20]=[C:6]([C:7]([NH:9][CH2:10][CH2:11][CH2:12][CH2:13][CH2:14][CH2:15][CH2:16][C:17]([OH:19])=[O:18])=[O:8])[C:5]([OH:21])=[CH:4][CH:3]=1.[OH-].[Na+:23]. The catalyst class is: 6. Product: [Cl:1][C:2]1[CH:20]=[C:6]([C:7]([NH:9][CH2:10][CH2:11][CH2:12][CH2:13][CH2:14][CH2:15][CH2:16][C:17]([O-:19])=[O:18])=[O:8])[C:5]([OH:21])=[CH:4][CH:3]=1.[Na+:23].[Na+:23].[Cl:1][C:2]1[CH:20]=[C:6]([C:7]([NH:9][CH2:10][CH2:11][CH2:12][CH2:13][CH2:14][CH2:15][CH2:16][C:17]([O-:19])=[O:18])=[O:8])[C:5]([OH:21])=[CH:4][CH:3]=1. (7) Reactant: [Cl:1][C:2]1[CH:3]=[CH:4][C:5]([C:40]#[N:41])=[C:6]([C:8]2[C:9]([C:30]([O:32]CC3C=CC=CC=3)=[O:31])=[CH:10][N:11]([CH:15]([CH2:28][CH3:29])[C:16](=[O:27])[NH:17][C:18]3[CH:23]=[CH:22][N:21]4[N:24]=[CH:25][CH:26]=[C:20]4[CH:19]=3)[C:12](=[O:14])[CH:13]=2)[CH:7]=1. Product: [Cl:1][C:2]1[CH:3]=[CH:4][C:5]([C:40]#[N:41])=[C:6]([C:8]2[C:9]([C:30]([OH:32])=[O:31])=[CH:10][N:11]([CH:15]([CH2:28][CH3:29])[C:16](=[O:27])[NH:17][C:18]3[CH:23]=[CH:22][N:21]4[N:24]=[CH:25][CH:26]=[C:20]4[CH:19]=3)[C:12](=[O:14])[CH:13]=2)[CH:7]=1. The catalyst class is: 312. (8) Reactant: FC(F)(F)C(O)=O.C([O:12][C:13](=[O:49])[CH2:14][C@@:15]1([C:33]([NH:35][CH:36]2[CH2:41][CH2:40][N:39](C(OC(C)(C)C)=O)[CH2:38][CH2:37]2)=[O:34])[C@H:19]([CH3:20])[CH2:18][N:17]([CH2:21][C:22]2[C:27]([C:28]([F:31])([F:30])[F:29])=[CH:26][CH:25]=[CH:24][C:23]=2[Cl:32])[CH2:16]1)(C)(C)C. Product: [Cl:32][C:23]1[CH:24]=[CH:25][CH:26]=[C:27]([C:28]([F:29])([F:31])[F:30])[C:22]=1[CH2:21][N:17]1[CH2:18][C@@H:19]([CH3:20])[C@@:15]([CH2:14][C:13]([OH:49])=[O:12])([C:33](=[O:34])[NH:35][CH:36]2[CH2:37][CH2:38][NH:39][CH2:40][CH2:41]2)[CH2:16]1. The catalyst class is: 4.